Dataset: Reaction yield outcomes from USPTO patents with 853,638 reactions. Task: Predict the reaction yield, written as a fraction of the theoretical maximum amount of product (1.0 means a 100% yield; for example, 0.34 means a 34% yield). (1) The reactants are [N:1]1[C:8](Cl)=[N:7][C:5](Cl)=[N:4][C:2]=1Cl.[F:10][C:11]1C=C(C=CC=1N)OC.CC[N:22]([CH:26]([CH3:28])[CH3:27])C(C)C.[CH:29]1([NH2:36])[CH2:35][CH2:34][CH2:33][CH2:32][CH2:31][CH2:30]1.[CH3:37][N:38]([CH3:42])[CH2:39][CH2:40][NH2:41].[C:43]([O:46][CH2:47][CH3:48])(=O)C. The catalyst is CC#N. The product is [CH:29]1([NH:36][C:2]2[N:4]=[C:5]([NH:41][CH2:40][CH2:39][N:38]([CH3:42])[CH3:37])[N:7]=[C:8]([NH:22][C:26]3[CH:27]=[CH:48][C:47]([O:46][CH3:43])=[C:11]([F:10])[CH:28]=3)[N:1]=2)[CH2:35][CH2:34][CH2:33][CH2:32][CH2:31][CH2:30]1. The yield is 0.280. (2) The reactants are [CH3:1][N:2]1[CH:6]=[C:5]([CH2:7][CH2:8][C:9]([O:11][CH3:12])=[O:10])[CH:4]=[N:3]1.[CH:13](OC)=[O:14].CC([O-])(C)C.[K+]. The catalyst is C1COCC1. The product is [CH:13]([CH:8]([CH2:7][C:5]1[CH:4]=[N:3][N:2]([CH3:1])[CH:6]=1)[C:9]([O:11][CH3:12])=[O:10])=[O:14]. The yield is 0.398. (3) The reactants are N12CCCN=C1CCCCC2.Cl.[NH2:13][CH2:14][C:15]1[CH:23]=[CH:22][CH:21]=[C:20]2[C:16]=1[C:17](=[O:33])[N:18]([CH:25]1[CH2:30][CH2:29][C:28](=[O:31])[NH:27][C:26]1=[O:32])[C:19]2=[O:24].[CH:34]1([N:40]=[C:41]=[O:42])[CH2:39][CH2:38][CH2:37][CH2:36][CH2:35]1. The catalyst is CC#N. The product is [O:32]=[C:26]1[CH:25]([N:18]2[C:17](=[O:33])[C:16]3[C:20](=[CH:21][CH:22]=[CH:23][C:15]=3[CH2:14][NH:13][C:41]([NH:40][CH:34]3[CH2:39][CH2:38][CH2:37][CH2:36][CH2:35]3)=[O:42])[C:19]2=[O:24])[CH2:30][CH2:29][C:28](=[O:31])[NH:27]1. The yield is 0.490. (4) The reactants are [NH2:1][N:2]1[C:7](=[O:8])[C:6]([C:9]2[NH:14][C:13]3[CH:15]=[CH:16][CH:17]=[CH:18][C:12]=3[S:11](=[O:20])(=[O:19])[N:10]=2)=[C:5]([OH:21])[C:4]2[S:22][CH:23]=[CH:24][C:3]1=2.[CH3:25][C:26]1[CH:27]=[C:28]([CH:31]=[CH:32][CH:33]=1)[CH:29]=O. The yield is 0.730. The product is [O:19]=[S:11]1(=[O:20])[C:12]2[CH:18]=[CH:17][CH:16]=[CH:15][C:13]=2[NH:14][C:9]([C:6]2[C:7](=[O:8])[N:2]([N:1]=[CH:25][C:26]3[CH:33]=[CH:32][CH:31]=[C:28]([CH3:29])[CH:27]=3)[C:3]3[CH:24]=[CH:23][S:22][C:4]=3[C:5]=2[OH:21])=[N:10]1. The catalyst is CN(C)C(=O)C. (5) The reactants are [CH:1]1(/[C:6](=[N:18]\[C:19]2[CH:28]=[CH:27][C:22]([C:23]([O:25]C)=[O:24])=[CH:21][CH:20]=2)/[C:7]2[O:8][C:9]3[CH:16]=[CH:15][C:14]([F:17])=[CH:13][C:10]=3[C:11]=2[CH3:12])[CH2:5][CH2:4][CH2:3][CH2:2]1.O1CCCC1.[OH-].[Na+]. The catalyst is C(O)C. The product is [CH:1]1(/[C:6](=[N:18]\[C:19]2[CH:28]=[CH:27][C:22]([C:23]([OH:25])=[O:24])=[CH:21][CH:20]=2)/[C:7]2[O:8][C:9]3[CH:16]=[CH:15][C:14]([F:17])=[CH:13][C:10]=3[C:11]=2[CH3:12])[CH2:5][CH2:4][CH2:3][CH2:2]1. The yield is 0.940. (6) The reactants are [CH3:1][O:2][C:3](=[O:16])[CH2:4][C:5]1[C:13]2[C:8](=[CH:9][C:10]([OH:14])=[CH:11][CH:12]=2)[N:7]([CH3:15])[CH:6]=1.C(N(CC)CC)C.[F:24][C:25]([F:38])([F:37])[S:26](O[S:26]([C:25]([F:38])([F:37])[F:24])(=[O:28])=[O:27])(=[O:28])=[O:27]. The catalyst is ClCCl. The product is [CH3:1][O:2][C:3](=[O:16])[CH2:4][C:5]1[C:13]2[C:8](=[CH:9][C:10]([O:14][S:26]([C:25]([F:38])([F:37])[F:24])(=[O:28])=[O:27])=[CH:11][CH:12]=2)[N:7]([CH3:15])[CH:6]=1. The yield is 0.710. (7) The reactants are ClC1SC(S([N:10]([S:22]([C:25]2[S:26][C:27]([Cl:30])=[CH:28][CH:29]=2)(=[O:24])=[O:23])[C:11]2[C:19]3[C:14](=[CH:15][CH:16]=[CH:17][C:18]=3[O:20][CH3:21])[NH:13][N:12]=2)(=O)=O)=CC=1.C1(P(C2C=CC=CC=2)C2C=CC=CC=2)C=CC=CC=1.O[CH2:51][C:52]1[CH:53]=[C:54]([S:58]([NH2:61])(=[O:60])=[O:59])[CH:55]=[CH:56][CH:57]=1.N(C(OC(C)C)=O)=NC(OC(C)C)=O. The catalyst is C1COCC1. The product is [NH2:61][S:58]([C:54]1[CH:53]=[C:52]([CH2:51][N:13]2[C:14]3[C:19](=[C:18]([O:20][CH3:21])[CH:17]=[CH:16][CH:15]=3)[C:11]([NH:10][S:22]([C:25]3[S:26][C:27]([Cl:30])=[CH:28][CH:29]=3)(=[O:23])=[O:24])=[N:12]2)[CH:57]=[CH:56][CH:55]=1)(=[O:59])=[O:60]. The yield is 0.220.